From a dataset of Reaction yield outcomes from USPTO patents with 853,638 reactions. Predict the reaction yield, written as a fraction of the theoretical maximum amount of product (1.0 means a 100% yield; for example, 0.34 means a 34% yield). The reactants are [CH2:1]([O:8][C:9]1[CH:14]=[CH:13][CH:12]=[C:11]([OH:15])[C:10]=1[C:16](=[O:28])/[CH:17]=[CH:18]/[C:19]1[CH:24]=[C:23]([Br:25])[CH:22]=[CH:21][C:20]=1[O:26][CH3:27])[C:2]1[CH:7]=[CH:6][CH:5]=[CH:4][CH:3]=1.II.Cl.C(OCC)(=O)C. The catalyst is CS(C)=O.CCCCCC. The product is [CH2:1]([O:8][C:9]1[CH:14]=[CH:13][CH:12]=[C:11]2[C:10]=1[C:16](=[O:28])[CH:17]=[C:18]([C:19]1[CH:24]=[C:23]([Br:25])[CH:22]=[CH:21][C:20]=1[O:26][CH3:27])[O:15]2)[C:2]1[CH:7]=[CH:6][CH:5]=[CH:4][CH:3]=1. The yield is 0.550.